Dataset: Full USPTO retrosynthesis dataset with 1.9M reactions from patents (1976-2016). Task: Predict the reactants needed to synthesize the given product. Given the product [Br:1][CH2:14][C:10]1[C:9]([OH:15])=[C:8]([CH3:16])[C:7]([CH3:17])=[C:6]2[C:11]=1[CH2:12][CH2:13][C:4]([CH3:18])([CH3:3])[O:5]2, predict the reactants needed to synthesize it. The reactants are: [Br:1]Br.[CH3:3][C:4]1([CH3:18])[CH2:13][CH2:12][C:11]2[C:6](=[C:7]([CH3:17])[C:8]([CH3:16])=[C:9]([OH:15])[C:10]=2[CH3:14])[O:5]1.